This data is from Reaction yield outcomes from USPTO patents with 853,638 reactions. The task is: Predict the reaction yield, written as a fraction of the theoretical maximum amount of product (1.0 means a 100% yield; for example, 0.34 means a 34% yield). (1) The reactants are [CH2:1]([O:8][C:9]1[CH:10]=[C:11]2[C:16](=[CH:17][C:18]=1[O:19][CH3:20])[CH:15]([CH3:21])[NH:14][CH2:13][CH2:12]2)[C:2]1[CH:7]=[CH:6][CH:5]=[CH:4][CH:3]=1.[CH3:22][O:23][C:24]1[CH:25]=[C:26]([CH:29]=[C:30]([O:34][CH3:35])[C:31]=1[O:32][CH3:33])[CH2:27]Cl.C(N(CC)CC)C. The catalyst is CCO. The product is [CH3:35][O:34][C:30]1[CH:29]=[C:26]([CH:25]=[C:24]([O:23][CH3:22])[C:31]=1[O:32][CH3:33])[CH2:27][N:14]1[CH2:13][CH2:12][C:11]2[C:16](=[CH:17][C:18]([O:19][CH3:20])=[C:9]([O:8][CH2:1][C:2]3[CH:7]=[CH:6][CH:5]=[CH:4][CH:3]=3)[CH:10]=2)[CH:15]1[CH3:21]. The yield is 0.210. (2) The reactants are [NH2:1][C:2]1[CH:7]=[C:6]([O:8][C:9]([F:12])([F:11])[F:10])[CH:5]=[CH:4][C:3]=1[NH:13][C:14](=O)[CH2:15][CH2:16][CH:17]1[CH2:20][CH:19]([N:21]([CH2:23][C@@H:24]2[C@@H:31]3[C@@H:27]([O:28][C:29]([CH3:33])([CH3:32])[O:30]3)[C@H:26]([N:34]3[CH:42]=[N:41][C:40]4[C:35]3=[N:36][CH:37]=[N:38][C:39]=4[NH2:43])[O:25]2)[CH3:22])[CH2:18]1. The catalyst is CC(O)=O. The product is [CH3:32][C:29]1([CH3:33])[O:30][C@@H:31]2[C@@H:24]([CH2:23][N:21]([CH3:22])[CH:19]3[CH2:18][CH:17]([CH2:16][CH2:15][C:14]4[NH:13][C:3]5[CH:4]=[CH:5][C:6]([O:8][C:9]([F:11])([F:12])[F:10])=[CH:7][C:2]=5[N:1]=4)[CH2:20]3)[O:25][C@@H:26]([N:34]3[CH:42]=[N:41][C:40]4[C:35]3=[N:36][CH:37]=[N:38][C:39]=4[NH2:43])[C@@H:27]2[O:28]1. The yield is 0.470. (3) The reactants are [C:1]([CH2:6][CH2:7][N:8]([C:28]([O:30][C:31]([CH3:34])([CH3:33])[CH3:32])=[O:29])[CH2:9][CH2:10][CH2:11][CH2:12][N:13]([CH2:21][CH2:22][C:23]([O:25][CH2:26][CH3:27])=[O:24])[C:14]([O:16][C:17]([CH3:20])([CH3:19])[CH3:18])=[O:15])([O:3][CH2:4][CH3:5])=[O:2].CN([C:38]1[CH:43]=[CH:42][CH:41]=[CH:40]N=1)C.C(O)C[CH2:46][CH2:47][CH2:48][CH2:49][CH2:50][CH2:51]/[CH:52]=[CH:53]\[CH2:54][CH2:55][CH2:56][CH2:57][CH2:58][CH2:59][CH2:60][CH3:61].CCN=C=N[CH2:68][CH2:69][CH2:70]N(C)C. The catalyst is ClCCl. The product is [CH2:26]([O:25][C:23](=[O:24])[CH2:22][CH2:21][N:13]([C:14]([O:16][C:17]([CH3:18])([CH3:19])[CH3:20])=[O:15])[CH2:12][CH2:11][CH2:10][CH2:9][N:8]([C:28]([O:30][C:31]([CH3:32])([CH3:33])[CH3:34])=[O:29])[CH2:7][CH2:6][C:1]([O:3][CH2:4][CH2:5][CH2:61][CH2:60][CH2:59][CH2:58][CH2:57][CH:56]=[CH:55][CH2:54][CH2:53][CH2:52][CH2:51][CH2:50][CH2:49][CH2:48][CH2:47][CH3:46])=[O:2])[CH2:27][CH2:38][CH2:43][CH2:42][CH2:41][CH2:40][CH:46]=[CH:47][CH2:48][CH2:49][CH2:50][CH2:51][CH2:52][CH2:53][CH2:70][CH2:69][CH3:68]. The yield is 0.400.